From a dataset of Reaction yield outcomes from USPTO patents with 853,638 reactions. Predict the reaction yield, written as a fraction of the theoretical maximum amount of product (1.0 means a 100% yield; for example, 0.34 means a 34% yield). (1) The yield is 0.730. The reactants are [CH:1]1([C:4]2[CH:9]=[CH:8][N:7]=[CH:6][C:5]=2[N:10]2[CH2:14][CH2:13][NH:12][C:11]2=[O:15])[CH2:3][CH2:2]1.Br[C:17]1[CH:18]=[CH:19][C:20]2[CH:24]=[CH:23][S:22][C:21]=2[CH:25]=1.CN[C@@H]1CCCC[C@H]1NC.P([O-])([O-])([O-])=O.[K+].[K+].[K+]. The catalyst is [Cu](I)I.O1CCOCC1. The product is [S:22]1[CH:23]=[CH:24][C:20]2[CH:19]=[CH:18][C:17]([N:12]3[CH2:13][CH2:14][N:10]([C:5]4[CH:6]=[N:7][CH:8]=[CH:9][C:4]=4[CH:1]4[CH2:3][CH2:2]4)[C:11]3=[O:15])=[CH:25][C:21]1=2. (2) The reactants are C(=O)([O-])[O-].[K+].[K+].CN(C=O)C.[Br:12][C:13]1[C:14]([Cl:24])=[C:15]([OH:23])[C:16]([S:19]([CH3:22])(=[O:21])=[O:20])=[CH:17][CH:18]=1.Br[CH2:26][CH2:27][CH:28]1[O:32][CH2:31][CH2:30][O:29]1. The catalyst is O. The product is [Br:12][C:13]1[C:14]([Cl:24])=[C:15]([C:16]([S:19]([CH3:22])(=[O:21])=[O:20])=[CH:17][CH:18]=1)[O:23][CH2:26][CH2:27][CH:28]1[O:32][CH2:31][CH2:30][O:29]1. The yield is 0.960. (3) The reactants are [C:1]([N:8]([CH3:14])[C@H:9]([C:11]([OH:13])=O)[CH3:10])([O:3][C:4]([CH3:7])([CH3:6])[CH3:5])=[O:2].C1C=CC2N(O)N=NC=2C=1.CN(C(ON1N=NC2C=CC=CC1=2)=[N+](C)C)C.F[P-](F)(F)(F)(F)F.[NH2:49][C@@H:50]([CH:71]1[CH2:76][CH2:75][CH2:74][CH2:73][CH2:72]1)[C:51]([N:53]1[CH2:57][CH2:56][CH2:55][C@H:54]1[C:58]1[CH:63]=[CH:62][CH:61]=[C:60]([O:64][C:65]2[CH:70]=[CH:69][CH:68]=[CH:67][CH:66]=2)[CH:59]=1)=[O:52].CCN(C(C)C)C(C)C. The catalyst is CN(C=O)C.[Cl-].[Na+].O. The product is [C:4]([O:3][C:1](=[O:2])[N:8]([C@H:9]([C:11](=[O:13])[NH:49][C@@H:50]([CH:71]1[CH2:76][CH2:75][CH2:74][CH2:73][CH2:72]1)[C:51](=[O:52])[N:53]1[CH2:57][CH2:56][CH2:55][C@H:54]1[C:58]1[CH:63]=[CH:62][CH:61]=[C:60]([O:64][C:65]2[CH:66]=[CH:67][CH:68]=[CH:69][CH:70]=2)[CH:59]=1)[CH3:10])[CH3:14])([CH3:5])([CH3:6])[CH3:7]. The yield is 0.840. (4) The catalyst is C(OCC)(=O)C. The product is [CH2:1]([C:3]1[N:4]([C:28]2[CH:33]=[CH:32][C:31]([O:34][CH2:69][CH:70]3[CH2:48][CH2:53][O:68][CH2:72][CH2:71]3)=[CH:30][CH:29]=2)[C:5](=[O:27])[C:6]([CH2:12][C:13]2[CH:18]=[CH:17][C:16]([C:19]3[CH:24]=[CH:23][CH:22]=[CH:21][C:20]=3[C:25]3[NH:55][C:56](=[O:57])[O:58][N:26]=3)=[CH:15][CH:14]=2)=[C:7]([CH2:9][CH2:10][CH3:11])[N:8]=1)[CH3:2]. The yield is 0.730. The reactants are [CH2:1]([C:3]1[N:4]([C:28]2[CH:33]=[CH:32][C:31]([OH:34])=[CH:30][CH:29]=2)[C:5](=[O:27])[C:6]([CH2:12][C:13]2[CH:18]=[CH:17][C:16]([C:19]3[C:20]([C:25]#[N:26])=[CH:21][CH:22]=[CH:23][CH:24]=3)=[CH:15][CH:14]=2)=[C:7]([CH2:9][CH2:10][CH3:11])[N:8]=1)[CH3:2].C1(P([C:48]2[CH:53]=CC=CC=2)C2C=CC=CC=2)C=CC=CC=1.[N:55]([C:56]([O:58]C(C)C)=[O:57])=[N:55][C:56]([O:58]C(C)C)=[O:57].[O:68]1[CH2:72][CH2:71][CH2:70][CH2:69]1. (5) The reactants are [CH3:1][O:2][C:3](=[O:12])[C:4]1[CH:9]=[C:8](F)[CH:7]=[CH:6][C:5]=1[Cl:11].Cl.[CH3:14][NH:15][CH3:16].C(=O)([O-])[O-].[K+].[K+]. The catalyst is CS(C)=O. The product is [CH3:1][O:2][C:3](=[O:12])[C:4]1[CH:9]=[C:8]([N:15]([CH3:16])[CH3:14])[CH:7]=[CH:6][C:5]=1[Cl:11]. The yield is 0.990. (6) The reactants are [CH3:1][S:2][C:3]1[N:8]=[CH:7][C:6]([OH:9])=[CH:5][N:4]=1.C([O-])([O-])=O.[K+].[K+].Cl[C:17]([F:27])([F:26])C(C1C=CC=CC=1)=O.CCOC(C)=O. The catalyst is CC#N.O. The product is [F:26][CH:17]([F:27])[O:9][C:6]1[CH:5]=[N:4][C:3]([S:2][CH3:1])=[N:8][CH:7]=1. The yield is 0.230.